Dataset: Catalyst prediction with 721,799 reactions and 888 catalyst types from USPTO. Task: Predict which catalyst facilitates the given reaction. (1) Reactant: [Br:1][C:2]1[CH:10]=[CH:9][C:8]([Cl:11])=[CH:7][C:3]=1[C:4]([OH:6])=[O:5].[CH2:12](O)[CH3:13]. Product: [Br:1][C:2]1[CH:10]=[CH:9][C:8]([Cl:11])=[CH:7][C:3]=1[C:4]([O:6][CH2:12][CH3:13])=[O:5]. The catalyst class is: 65. (2) The catalyst class is: 5. Product: [ClH:40].[ClH:40].[CH:1]1([CH2:6][N:7]2[CH2:11][CH2:10][C@@H:9]([NH:12][C:20]3[N:21]=[CH:22][C:23](/[CH:26]=[CH:27]/[C:28]([NH:29][OH:30])=[O:37])=[CH:24][CH:25]=3)[CH2:8]2)[CH2:2][CH2:3][CH2:4][CH2:5]1. Reactant: [CH:1]1([CH2:6][N:7]2[CH2:11][CH2:10][C@@H:9]([N:12]([C:20]3[CH:25]=[CH:24][C:23](/[CH:26]=[CH:27]/[C:28](=[O:37])[NH:29][O:30]C4CCCCO4)=[CH:22][N:21]=3)C(=O)OC(C)(C)C)[CH2:8]2)[CH2:5][CH2:4][CH2:3][CH2:2]1.CO.[ClH:40]. (3) Reactant: [CH:1]1([CH2:6][C@H:7]([NH:12][C:13](=[O:19])[O:14][C:15]([CH3:18])([CH3:17])[CH3:16])[C:8](=[O:11])[CH:9]=[CH2:10])[CH2:5][CH2:4][CH2:3][CH2:2]1.[OH2:20]. Product: [CH:1]1([CH2:6][C@H:7]([NH:12][C:13](=[O:19])[O:14][C:15]([CH3:18])([CH3:17])[CH3:16])[C:8]([C@H:9]2[CH2:10][O:20]2)=[O:11])[CH2:2][CH2:3][CH2:4][CH2:5]1. The catalyst class is: 3. (4) Reactant: [O:1]1[CH:5]=[CH:4][CH:3]=[C:2]1[CH2:6][C:7]([O:9][CH2:10][CH3:11])=[O:8].[Br:12]Br.O.C(OCC)(=O)C. The catalyst class is: 3. Product: [Br:12][C:5]1[O:1][C:2]([CH2:6][C:7]([O:9][CH2:10][CH3:11])=[O:8])=[CH:3][CH:4]=1. (5) Reactant: C([N:8]1[C@@H:13]2[C@H:14]([CH2:16][OH:17])[CH2:15][C@@:9]1([C:34]1[CH:39]=[CH:38][CH:37]=[CH:36][CH:35]=1)[C@H:10]([O:18][CH2:19][C:20]1[CH:25]=[C:24]([C:26]([F:29])([F:28])[F:27])[CH:23]=[C:22]([C:30]([F:33])([F:32])[F:31])[CH:21]=1)[CH2:11][CH2:12]2)C1C=CC=CC=1. The catalyst class is: 45. Product: [F:28][C:26]([F:27])([F:29])[C:24]1[CH:25]=[C:20]([CH2:19][O:18][C@@H:10]2[CH2:11][CH2:12][C@@H:13]3[NH:8][C@@:9]2([C:34]2[CH:39]=[CH:38][CH:37]=[CH:36][CH:35]=2)[CH2:15][C@H:14]3[CH2:16][OH:17])[CH:21]=[C:22]([C:30]([F:31])([F:32])[F:33])[CH:23]=1. (6) Reactant: [NH2:1][C@@H:2]1[CH2:6][CH2:5][N:4]([C:7]([O:9][C:10]([CH3:13])([CH3:12])[CH3:11])=[O:8])[CH2:3]1.[CH3:14][N:15]=[C:16]=[O:17].O. Product: [CH3:14][NH:15][C:16]([NH:1][C@@H:2]1[CH2:6][CH2:5][N:4]([C:7]([O:9][C:10]([CH3:13])([CH3:12])[CH3:11])=[O:8])[CH2:3]1)=[O:17]. The catalyst class is: 2. (7) Reactant: Cl[C:2]1[N:7]=[C:6]([N:8]2[C@@H:12]([CH:13]([CH3:15])[CH3:14])[CH2:11][O:10][C:9]2=[O:16])[CH:5]=[CH:4][N:3]=1.[Cl:17][C:18]1[CH:19]=[C:20]([CH:25]([NH2:27])[CH3:26])[CH:21]=[CH:22][C:23]=1[Cl:24]. Product: [Cl:17][C:18]1[CH:19]=[C:20]([C@H:25]([NH:27][C:2]2[N:7]=[C:6]([N:8]3[C@@H:12]([CH:13]([CH3:15])[CH3:14])[CH2:11][O:10][C:9]3=[O:16])[CH:5]=[CH:4][N:3]=2)[CH3:26])[CH:21]=[CH:22][C:23]=1[Cl:24].[Cl:17][C:18]1[CH:19]=[C:20]([C@@H:25]([NH:27][C:2]2[N:7]=[C:6]([N:8]3[C@@H:12]([CH:13]([CH3:15])[CH3:14])[CH2:11][O:10][C:9]3=[O:16])[CH:5]=[CH:4][N:3]=2)[CH3:26])[CH:21]=[CH:22][C:23]=1[Cl:24]. The catalyst class is: 197.